The task is: Predict the reaction yield, written as a fraction of the theoretical maximum amount of product (1.0 means a 100% yield; for example, 0.34 means a 34% yield).. This data is from Reaction yield outcomes from USPTO patents with 853,638 reactions. (1) The reactants are [CH3:1][C:2]1([CH3:50])[O:6][C@@H:5]([CH2:7][CH2:8][NH:9][C:10]([CH:12]2[CH:16]([C:17]3[CH:22]=[CH:21][CH:20]=[C:19]([Cl:23])[C:18]=3[F:24])[C:15]([C:27]3[CH:32]=[CH:31][C:30]([Cl:33])=[CH:29][C:28]=3[F:34])([C:25]#[N:26])[CH:14]([CH2:35][C:36]([CH3:39])([CH3:38])[CH3:37])[N:13]2[CH2:40][CH2:41][O:42][Si](C(C)(C)C)(C)C)=[O:11])[CH2:4][O:3]1.[F-].C([N+](CCCC)(CCCC)CCCC)CCC. The catalyst is O1CCCC1. The product is [CH3:1][C:2]1([CH3:50])[O:6][C@@H:5]([CH2:7][CH2:8][NH:9][C:10]([CH:12]2[CH:16]([C:17]3[CH:22]=[CH:21][CH:20]=[C:19]([Cl:23])[C:18]=3[F:24])[C:15]([C:27]3[CH:32]=[CH:31][C:30]([Cl:33])=[CH:29][C:28]=3[F:34])([C:25]#[N:26])[CH:14]([CH2:35][C:36]([CH3:37])([CH3:38])[CH3:39])[N:13]2[CH2:40][CH2:41][OH:42])=[O:11])[CH2:4][O:3]1. The yield is 1.00. (2) The reactants are [C:1]([O:9]CC)(=O)[CH2:2][C:3]([O:5]CC)=O.[I:12][C:13]1[CH:14]=[C:15]([CH:17]=[CH:18][C:19]=1[CH3:20])[NH2:16]. The catalyst is C(O)C. The product is [I:12][C:13]1[CH:14]=[C:15]([NH:16][C:3](=[O:5])[CH2:2][C:1]([NH:16][C:15]2[CH:17]=[CH:18][C:19]([CH3:20])=[C:13]([I:12])[CH:14]=2)=[O:9])[CH:17]=[CH:18][C:19]=1[CH3:20]. The yield is 0.810. (3) The reactants are [CH3:1][O:2][C:3]([C:5]1([CH2:11][I:12])[CH2:10][CH2:9]O[CH2:7][CH2:6]1)=[O:4].[CH3:13]OC(C1CCCCC1)=O. No catalyst specified. The product is [CH3:1][O:2][C:3]([C:5]1([CH2:11][I:12])[CH2:10][CH2:9][CH2:13][CH2:7][CH2:6]1)=[O:4]. The yield is 1.00.